Dataset: Catalyst prediction with 721,799 reactions and 888 catalyst types from USPTO. Task: Predict which catalyst facilitates the given reaction. (1) Reactant: [F:1][C:2]([F:29])([F:28])[S:3]([C:5]1[CH:10]=[CH:9][C:8](/[CH:11]=[CH:12]/[C:13]2[O:14][CH:15]=[C:16]([CH2:18][O:19][C:20]3[CH:27]=[CH:26][C:23]([CH:24]=O)=[CH:22][CH:21]=3)[N:17]=2)=[CH:7][CH:6]=1)=[O:4].[N:30]1([CH2:35][CH2:36][NH2:37])[CH:34]=[CH:33][N:32]=[N:31]1.C1(C)C=CC(S(O)(=O)=O)=CC=1.C([BH3-])#N.[Na+]. Product: [N:30]1([CH2:35][CH2:36][NH:37][CH2:24][C:23]2[CH:26]=[CH:27][C:20]([O:19][CH2:18][C:16]3[N:17]=[C:13](/[CH:12]=[CH:11]/[C:8]4[CH:9]=[CH:10][C:5]([S:3]([C:2]([F:29])([F:1])[F:28])=[O:4])=[CH:6][CH:7]=4)[O:14][CH:15]=3)=[CH:21][CH:22]=2)[CH:34]=[CH:33][N:32]=[N:31]1. The catalyst class is: 5. (2) Reactant: [CH2:1]([C:4]1[CH:9]=[CH:8][C:7]([CH:10]2[O:15][CH2:14][C:13]([CH3:17])([CH3:16])[CH2:12][O:11]2)=[CH:6][CH:5]=1)[CH:2]=[CH2:3].[C:18]([OH:21])(=[S:20])[CH3:19]. Product: [C:18]([S:20][CH2:3][CH2:2][CH2:1][C:4]1[CH:5]=[CH:6][C:7]([CH:10]2[O:11][CH2:12][C:13]([CH3:17])([CH3:16])[CH2:14][O:15]2)=[CH:8][CH:9]=1)(=[O:21])[CH3:19]. The catalyst class is: 11. (3) The catalyst class is: 76. Reactant: [CH:1]([S:3]([C:6]1[CH:7]=[CH:8][C:9]([O:35][CH3:36])=[C:10]([S:12]([NH:15][C:16]2[CH:21]=[CH:20][CH:19]=[CH:18][C:17]=2[NH:22][S:23]([C:26]2[S:30][C:29]3[CH:31]=[CH:32][CH:33]=[CH:34][C:28]=3[CH:27]=2)(=[O:25])=[O:24])(=[O:14])=[O:13])[CH:11]=1)(=[O:5])=[O:4])=[CH2:2].C[N:38]1[CH2:43][CH2:42]N[CH2:40][CH2:39]1. Product: [CH3:36][O:35][C:9]1[CH:8]=[CH:7][C:6]([S:3]([CH2:1][CH2:2][N:38]2[CH2:43][CH2:42][CH2:40][CH2:39]2)(=[O:4])=[O:5])=[CH:11][C:10]=1[S:12]([NH:15][C:16]1[CH:21]=[CH:20][CH:19]=[CH:18][C:17]=1[NH:22][S:23]([C:26]1[S:30][C:29]2[CH:31]=[CH:32][CH:33]=[CH:34][C:28]=2[CH:27]=1)(=[O:25])=[O:24])(=[O:13])=[O:14]. (4) The catalyst class is: 2. Product: [I:1][C:2]1[CH:7]=[CH:6][CH:5]=[CH:4][C:3]=1[NH:8][C:9](=[O:27])[NH:10][C:11]1[CH:16]=[CH:15][C:14]([CH2:17][C:18]([OH:20])=[O:19])=[CH:13][C:12]=1[O:25][CH3:26]. Reactant: [I:1][C:2]1[CH:7]=[CH:6][CH:5]=[CH:4][C:3]=1[NH:8][C:9](=[O:27])[NH:10][C:11]1[CH:16]=[CH:15][C:14]([CH2:17][C:18]([O:20]C(C)(C)C)=[O:19])=[CH:13][C:12]=1[O:25][CH3:26].C(O)(C(F)(F)F)=O. (5) Reactant: [Br:1][C:2]1[CH:10]=[CH:9][CH:8]=[C:7]2[C:3]=1[CH:4]=[N:5][NH:6]2.C(N(CC)CC)C.Cl[C:19]([C:32]1[CH:37]=[CH:36][CH:35]=[CH:34][CH:33]=1)([C:26]1[CH:31]=[CH:30][CH:29]=[CH:28][CH:27]=1)[C:20]1[CH:25]=[CH:24][CH:23]=[CH:22][CH:21]=1. Product: [Br:1][C:2]1[C:3]2[C:7]([CH:8]=[CH:9][CH:10]=1)=[N:6][N:5]([C:19]([C:20]1[CH:25]=[CH:24][CH:23]=[CH:22][CH:21]=1)([C:32]1[CH:33]=[CH:34][CH:35]=[CH:36][CH:37]=1)[C:26]1[CH:27]=[CH:28][CH:29]=[CH:30][CH:31]=1)[CH:4]=2. The catalyst class is: 34. (6) Reactant: Cl[C:2]1[N:7]=[C:6]([O:8][C:9]2[C:18]3[C:13](=[CH:14][CH:15]=[CH:16][CH:17]=3)[C:12]([NH:19][C:20](=[O:26])[O:21][C:22]([CH3:25])([CH3:24])[CH3:23])=[CH:11][CH:10]=2)[CH:5]=[CH:4][N:3]=1.[CH3:27][O:28][CH2:29][CH2:30][O:31][CH2:32][CH2:33][O:34][CH2:35][CH2:36][O:37][CH2:38][CH2:39][O:40][CH2:41][CH2:42][O:43][CH2:44][CH2:45][O:46][CH2:47][CH2:48][O:49][C:50]1[CH:51]=[C:52]([CH:54]=[C:55]([O:57][CH3:58])[CH:56]=1)[NH2:53]. Product: [CH3:27][O:28][CH2:29][CH2:30][O:31][CH2:32][CH2:33][O:34][CH2:35][CH2:36][O:37][CH2:38][CH2:39][O:40][CH2:41][CH2:42][O:43][CH2:44][CH2:45][O:46][CH2:47][CH2:48][O:49][C:50]1[CH:51]=[C:52]([NH:53][C:2]2[N:7]=[C:6]([O:8][C:9]3[C:18]4[C:13](=[CH:14][CH:15]=[CH:16][CH:17]=4)[C:12]([NH:19][C:20](=[O:26])[O:21][C:22]([CH3:24])([CH3:23])[CH3:25])=[CH:11][CH:10]=3)[CH:5]=[CH:4][N:3]=2)[CH:54]=[C:55]([O:57][CH3:58])[CH:56]=1. The catalyst class is: 3. (7) Reactant: CCN(C(C)C)C(C)C.OC(C(F)(F)F)=O.[NH2:17][CH2:18][C:19]([N:21]1[CH2:26][CH2:25][N:24]([C:27](=[O:38])[C:28]2[CH:33]=[CH:32][CH:31]=[CH:30][C:29]=2[C:34]([F:37])([F:36])[F:35])[CH2:23][CH2:22]1)=[O:20].C1C=CC2N(O)N=NC=2C=1.CCN=C=NCCCN(C)C.Cl.[C:61]1([C:67]2[O:71][C:70]([C:72](O)=[O:73])=[CH:69][CH:68]=2)[CH:66]=[CH:65][CH:64]=[CH:63][CH:62]=1. Product: [O:20]=[C:19]([N:21]1[CH2:22][CH2:23][N:24]([C:27](=[O:38])[C:28]2[CH:33]=[CH:32][CH:31]=[CH:30][C:29]=2[C:34]([F:37])([F:35])[F:36])[CH2:25][CH2:26]1)[CH2:18][NH:17][C:72]([C:70]1[O:71][C:67]([C:61]2[CH:62]=[CH:63][CH:64]=[CH:65][CH:66]=2)=[CH:68][CH:69]=1)=[O:73]. The catalyst class is: 18. (8) Reactant: [Cl:1][C:2]1[N:7]=[C:6]([Cl:8])[CH:5]=[CH:4][N:3]=1.[NH:9]([CH3:11])[CH3:10].C([O-])(O)=O.[Na+]. Product: [Cl:1][C:2]1[N:7]=[C:6]([N:9]([CH3:11])[CH3:10])[CH:5]=[CH:4][N:3]=1.[Cl:8][C:6]1[CH:5]=[CH:4][N:3]=[C:2]([N:9]([CH3:11])[CH3:10])[N:7]=1. The catalyst class is: 1. (9) Reactant: [S:1]([CH2:5][CH2:6][CH2:7][C:8]([OH:10])=[O:9])(=[O:4])(=[O:3])[NH2:2].[C:11](Cl)(=O)CCCCCCCCCCCCCCC. Product: [CH3:11][O:9][C:8](=[O:10])[CH2:7][CH2:6][CH2:5][S:1](=[O:4])(=[O:3])[NH2:2]. The catalyst class is: 277. (10) Reactant: [C:1]([O:5][C:6]([NH:8][C@H:9]([CH2:13][CH2:14][C:15]1[CH:20]=[C:19]([CH3:21])[C:18]([O:22][CH2:23][CH2:24][CH2:25][CH2:26][CH2:27][CH2:28][CH2:29][CH3:30])=[C:17]([O:31][CH3:32])[CH:16]=1)[CH2:10][C:11]#N)=[O:7])([CH3:4])([CH3:3])[CH3:2].CC[O:35]CC. Product: [C:1]([O:5][C:6]([NH:8][C@H:9]([CH2:13][CH2:14][C:15]1[CH:20]=[C:19]([CH3:21])[C:18]([O:22][CH2:23][CH2:24][CH2:25][CH2:26][CH2:27][CH2:28][CH2:29][CH3:30])=[C:17]([O:31][CH3:32])[CH:16]=1)[CH2:10][CH:11]=[O:35])=[O:7])([CH3:4])([CH3:3])[CH3:2]. The catalyst class is: 11.